From a dataset of Reaction yield outcomes from USPTO patents with 853,638 reactions. Predict the reaction yield, written as a fraction of the theoretical maximum amount of product (1.0 means a 100% yield; for example, 0.34 means a 34% yield). (1) The catalyst is C(O)C.C(OCC)(=O)C. The yield is 0.190. The product is [CH3:3][CH:2]([C:4]1[NH:13][C:12]2[N:11]3[CH:14]=[C:15]([C:17]4[O:19][CH:20]=[N:23][N:24]=4)[N:16]=[C:10]3[CH:9]=[CH:8][C:7]=2[C:6](=[O:22])[CH:5]=1)[CH3:1]. The reactants are [CH3:1][CH:2]([C:4]1[NH:13][C:12]2[N:11]3[CH:14]=[C:15]([C:17]([O:19][CH2:20]C)=O)[N:16]=[C:10]3[CH:9]=[CH:8][C:7]=2[C:6](=[O:22])[CH:5]=1)[CH3:3].[NH2:23][NH2:24].C(OCC)(OCC)OCC.O.C1(C)C=CC(S(O)(=O)=O)=CC=1. (2) The reactants are [CH:1]1([N:7]2[C:12]([OH:13])=[C:11]([C:14]([NH:16][CH2:17][C:18]([O:20]CC)=[O:19])=[O:15])[C:10](=[O:23])[NH:9][C:8]2=[O:24])[CH2:6][CH2:5][CH2:4][CH2:3][CH2:2]1.C(=O)([O-])[O-].[K+].[K+].[CH3:31][C:32]1[CH:39]=[C:38]([CH3:40])[CH:37]=[CH:36][C:33]=1[CH2:34]Br.Cl. The catalyst is CN(C)C=O. The product is [CH:1]1([N:7]2[C:12]([OH:13])=[C:11]([C:14]([NH:16][CH2:17][C:18]([OH:20])=[O:19])=[O:15])[C:10](=[O:23])[N:9]([CH2:34][C:33]3[CH:36]=[CH:37][C:38]([CH3:40])=[CH:39][C:32]=3[CH3:31])[C:8]2=[O:24])[CH2:2][CH2:3][CH2:4][CH2:5][CH2:6]1. The yield is 0.400. (3) The reactants are [OH:1][C:2]1[C:10](O)=[CH:9][CH:8]=[CH:7][C:3]=1[C:4]([NH2:6])=[O:5].[C:12](=[O:15])([O-])[O-].[K+].[K+].[CH2:18](Br)[C:19]1[CH:24]=[CH:23][CH:22]=[CH:21][CH:20]=1.O. The catalyst is CN(C)C=O. The product is [CH2:18]([O:1][C:2]1[C:10]([O:15][CH2:12][C:2]2[CH:10]=[CH:9][CH:8]=[CH:7][CH:3]=2)=[CH:9][CH:8]=[CH:7][C:3]=1[C:4]([NH2:6])=[O:5])[C:19]1[CH:24]=[CH:23][CH:22]=[CH:21][CH:20]=1. The yield is 0.830.